Dataset: Full USPTO retrosynthesis dataset with 1.9M reactions from patents (1976-2016). Task: Predict the reactants needed to synthesize the given product. (1) Given the product [CH3:8][C:5]1[N:6]=[CH:7][C:2]([N:13]2[CH2:14][CH2:15][CH:10]([OH:9])[CH2:11][CH2:12]2)=[N:3][CH:4]=1, predict the reactants needed to synthesize it. The reactants are: Br[C:2]1[CH:7]=[N:6][C:5]([CH3:8])=[CH:4][N:3]=1.[OH:9][CH:10]1[CH2:15][CH2:14][NH:13][CH2:12][CH2:11]1. (2) The reactants are: [C:1]([OH:24])(=[O:23])[CH2:2][CH2:3][CH2:4][CH2:5][CH2:6][CH2:7][CH2:8][CH2:9][CH2:10][CH2:11][CH2:12][CH2:13][CH2:14][CH2:15][CH2:16][CH2:17][CH2:18][CH2:19][CH2:20][CH2:21][CH3:22].[CH2:25]([OH:32])[C@@H:26]([C@@H:28]([CH2:30][OH:31])O)[OH:27].[C:33]1([CH3:40])[C:34]([CH3:39])=[CH:35][CH:36]=[CH:37][CH:38]=1.S(=O)(=O)(O)O. Given the product [C:1]([O:24][C@H:28]([C@@H:26]([CH2:25][OH:32])[O:27][C:1](=[O:23])[CH2:2][CH2:3][CH2:4][CH2:5][CH2:6][CH2:7][CH2:8][CH2:9][CH2:10][CH2:11][CH2:12][CH2:13][CH2:14][CH2:39][CH2:34][CH2:35][CH2:36][CH2:37][CH2:38][CH2:33][CH3:40])[CH2:30][OH:31])(=[O:23])[CH2:2][CH2:3][CH2:4][CH2:5][CH2:6][CH2:7][CH2:8][CH2:9][CH2:10][CH2:11][CH2:12][CH2:13][CH2:14][CH2:15][CH2:16][CH2:17][CH2:18][CH2:19][CH2:20][CH2:21][CH3:22], predict the reactants needed to synthesize it.